From a dataset of Forward reaction prediction with 1.9M reactions from USPTO patents (1976-2016). Predict the product of the given reaction. (1) Given the reactants [F:1][C:2]1[N:7]=[C:6]([C:8]2[CH:9]=[N:10][CH:11]=[CH:12][CH:13]=2)[CH:5]=[CH:4][C:3]=1B(O)O.Cl[C:18]1[N:23]=[C:22]([CH3:24])[N:21]=[C:20]([N:25]([CH2:35][C:36]2[CH:41]=[CH:40][C:39]([O:42][CH3:43])=[CH:38][CH:37]=2)[CH2:26][C:27]2[CH:32]=[CH:31][C:30]([O:33][CH3:34])=[CH:29][CH:28]=2)[N:19]=1.CC(N)CC1C=CC=CC=1.OP(O)(O)=O.C([O-])(=O)C.[K+], predict the reaction product. The product is: [F:1][C:2]1[N:7]=[C:6]([C:8]2[CH:9]=[N:10][CH:11]=[CH:12][CH:13]=2)[CH:5]=[CH:4][C:3]=1[C:18]1[N:23]=[C:22]([CH3:24])[N:21]=[C:20]([N:25]([CH2:26][C:27]2[CH:28]=[CH:29][C:30]([O:33][CH3:34])=[CH:31][CH:32]=2)[CH2:35][C:36]2[CH:37]=[CH:38][C:39]([O:42][CH3:43])=[CH:40][CH:41]=2)[N:19]=1. (2) Given the reactants [Cl:1][C:2]1[CH:7]=[CH:6][C:5]([C@H:8]2[C@H:12]([NH:13][CH3:14])[CH2:11][N:10]([C:15]([CH:17]3[CH2:22][CH2:21][N:20]([C:23]4[CH:28]=[CH:27][C:26]([C:29]#[N:30])=[CH:25][N:24]=4)[CH2:19][CH2:18]3)=[O:16])[CH2:9]2)=[CH:4][CH:3]=1.Cl[C:32]([O:34][CH:35]([CH3:37])[CH3:36])=[O:33], predict the reaction product. The product is: [CH:35]([O:34][C:32](=[O:33])[N:13]([C@H:12]1[C@H:8]([C:5]2[CH:4]=[CH:3][C:2]([Cl:1])=[CH:7][CH:6]=2)[CH2:9][N:10]([C:15]([CH:17]2[CH2:22][CH2:21][N:20]([C:23]3[CH:28]=[CH:27][C:26]([C:29]#[N:30])=[CH:25][N:24]=3)[CH2:19][CH2:18]2)=[O:16])[CH2:11]1)[CH3:14])([CH3:37])[CH3:36]. (3) Given the reactants C1C=CC(P(C2C(C3C(P(C4C=CC=CC=4)C4C=CC=CC=4)=CC=C4C=3C=CC=C4)=C3C(C=CC=C3)=CC=2)C2C=CC=CC=2)=CC=1.Br[C:48]1[CH:49]=[C:50]([C:54]2[N:58]([CH3:59])[C:57]3[CH:60]=[CH:61][CH:62]=[CH:63][C:56]=3[N:55]=2)[CH:51]=[CH:52][CH:53]=1.[O:64]1[C:68]2([CH2:73][CH2:72][NH:71][CH2:70][CH2:69]2)[O:67][CH2:66][CH2:65]1.C([O-])([O-])=O.[Cs+].[Cs+], predict the reaction product. The product is: [CH3:59][N:58]1[C:57]2[CH:60]=[CH:61][CH:62]=[CH:63][C:56]=2[N:55]=[C:54]1[C:50]1[CH:49]=[C:48]([N:71]2[CH2:72][CH2:73][C:68]3([O:67][CH2:66][CH2:65][O:64]3)[CH2:69][CH2:70]2)[CH:53]=[CH:52][CH:51]=1. (4) Given the reactants C([BH3-])#N.[Na+].[C:5]([C:7]1[CH:14]=[CH:13][C:10]([CH:11]=O)=[CH:9][CH:8]=1)#[N:6].[CH2:15]([NH2:19])[CH:16]([CH3:18])[CH3:17].C(O)(=O)C, predict the reaction product. The product is: [CH2:15]([NH:19][CH2:11][C:10]1[CH:13]=[CH:14][C:7]([C:5]#[N:6])=[CH:8][CH:9]=1)[CH:16]([CH3:18])[CH3:17]. (5) Given the reactants [CH3:1][O:2][C:3]1[CH:4]=[CH:5][C:6]2[CH2:7][C:8]3[C:13]([NH:14][C:15]=2[CH:16]=1)=[CH:12][CH:11]=[CH:10][CH:9]=3.C(P(C(C)(C)C)C(C)(C)C)(C)(C)C.CC(C)([O-])C.[Na+].Br[C:37]1[CH:42]=[CH:41][CH:40]=[CH:39][CH:38]=1, predict the reaction product. The product is: [C:37]1([N:14]2[C:13]3[C:8](=[CH:9][CH:10]=[CH:11][CH:12]=3)[CH2:7][C:6]3[CH:5]=[CH:4][C:3]([O:2][CH3:1])=[CH:16][C:15]2=3)[CH:42]=[CH:41][CH:40]=[CH:39][CH:38]=1. (6) Given the reactants [CH:1]1([CH2:4][O:5][C:6]2[CH:11]=[CH:10][C:9]([N+:12]([O-])=O)=[CH:8][C:7]=2[F:15])[CH2:3][CH2:2]1, predict the reaction product. The product is: [CH:1]1([CH2:4][O:5][C:6]2[CH:11]=[CH:10][C:9]([NH2:12])=[CH:8][C:7]=2[F:15])[CH2:2][CH2:3]1. (7) Given the reactants [C:1]([CH2:3][C:4]([NH2:6])=[O:5])#[N:2].[C:7](O)(=O)C.N1[CH2:16][CH2:15][CH2:14][CH2:13][CH2:12]1.C(O)(=O)C, predict the reaction product. The product is: [CH:13]([C:14]1[NH:6][C:4](=[O:5])[C:3]([C:1]#[N:2])=[CH:16][CH:15]=1)([CH3:7])[CH3:12]. (8) Given the reactants C[Si]([N-][Si](C)(C)C)(C)C.[Li+].F[C:12]1[CH:17]=[C:16]([O:18][CH3:19])[CH:15]=[CH:14][C:13]=1[C:20]1[N:29]=[CH:28][C:27]2[C:22](=[CH:23][C:24]([O:32][CH3:33])=[CH:25][C:26]=2[O:30][CH3:31])[N:21]=1.Cl.[NH2:35][CH:36]1[CH2:41][CH2:40][N:39]([C:42](=[O:46])[CH:43]([CH3:45])[CH3:44])[CH2:38][CH2:37]1.C1C[O:50]CC1, predict the reaction product. The product is: [C:42]([N:39]1[CH2:40][CH2:41][CH:36]([NH:35][C:12]2[CH:17]=[C:16]([O:18][CH3:19])[CH:15]=[CH:14][C:13]=2[C:20]2[NH:29][C:28](=[O:50])[C:27]3[C:22](=[CH:23][C:24]([O:32][CH3:33])=[CH:25][C:26]=3[O:30][CH3:31])[N:21]=2)[CH2:37][CH2:38]1)(=[O:46])[CH:43]([CH3:44])[CH3:45].